From a dataset of Reaction yield outcomes from USPTO patents with 853,638 reactions. Predict the reaction yield, written as a fraction of the theoretical maximum amount of product (1.0 means a 100% yield; for example, 0.34 means a 34% yield). (1) The reactants are [N:1]([CH2:4][CH2:5][C:6]#[C:7][Si:8]([CH2:13][CH3:14])([CH2:11][CH3:12])[CH2:9][CH3:10])=[N+]=[N-].C1(P(C2C=CC=CC=2)C2C=CC=CC=2)C=CC=CC=1.Cl.CN(C(ON1N=NC2C=CC=NC1=2)=[N+](C)C)C.F[P-](F)(F)(F)(F)F.C(N(CC)C(C)C)(C)C.[F:68][C:69]1[CH:83]=[CH:82][C:81]([F:84])=[CH:80][C:70]=1[CH2:71][C:72]1[O:76][N:75]=[C:74]([C:77](O)=[O:78])[CH:73]=1. The catalyst is CO.O1CCOCC1.ClCCl. The product is [F:68][C:69]1[CH:83]=[CH:82][C:81]([F:84])=[CH:80][C:70]=1[CH2:71][C:72]1[O:76][N:75]=[C:74]([C:77]([NH:1][CH2:4][CH2:5][C:6]#[C:7][Si:8]([CH2:13][CH3:14])([CH2:11][CH3:12])[CH2:9][CH3:10])=[O:78])[CH:73]=1. The yield is 0.470. (2) The reactants are [Cl:1][C:2]1[CH:7]=[CH:6][C:5]([C:8]2[CH:13]=[CH:12][N:11]3[N:14]=[CH:15][C:16]([C:17]([O:19]CC)=[O:18])=[C:10]3[N:9]=2)=[CH:4][CH:3]=1.[OH-].[Na+]. The catalyst is CO.O. The product is [Cl:1][C:2]1[CH:7]=[CH:6][C:5]([C:8]2[CH:13]=[CH:12][N:11]3[N:14]=[CH:15][C:16]([C:17]([OH:19])=[O:18])=[C:10]3[N:9]=2)=[CH:4][CH:3]=1. The yield is 1.00.